From a dataset of Full USPTO retrosynthesis dataset with 1.9M reactions from patents (1976-2016). Predict the reactants needed to synthesize the given product. (1) Given the product [I:1][C:2]1[CH:7]=[CH:6][N:5]=[C:4]2[NH:8][C:9]([C:11]3[CH:12]=[CH:13][C:14]([C:15]([OH:17])=[O:16])=[CH:19][CH:20]=3)=[N:10][C:3]=12, predict the reactants needed to synthesize it. The reactants are: [I:1][C:2]1[CH:7]=[CH:6][N:5]=[C:4]2[NH:8][C:9]([C:11]3[CH:20]=[CH:19][C:14]([C:15]([O:17]C)=[O:16])=[CH:13][CH:12]=3)=[N:10][C:3]=12.[OH-].[Li+].Cl. (2) Given the product [CH3:24][O:23][C:20]1[CH:21]=[CH:22][C:17]([C:6]2([C:7]3[CH:12]=[CH:11][CH:10]=[C:9]([O:13][CH2:14][CH2:15][CH3:16])[CH:8]=3)[C:2]3=[N:1][CH2:5][CH2:4][N:3]3[C:28]([NH2:27])=[N:26]2)=[CH:18][C:19]=1[CH3:25], predict the reactants needed to synthesize it. The reactants are: [NH:1]1[CH2:5][CH2:4][N:3]=[C:2]1[C:6]([NH2:26])([C:17]1[CH:22]=[CH:21][C:20]([O:23][CH3:24])=[C:19]([CH3:25])[CH:18]=1)[C:7]1[CH:12]=[CH:11][CH:10]=[C:9]([O:13][CH2:14][CH2:15][CH3:16])[CH:8]=1.[N:27]#[C:28]Br. (3) Given the product [Br:1][C:2]1[N:7]=[C:6]([CH:8]([OH:13])[C:9]([NH2:14])=[O:10])[CH:5]=[CH:4][CH:3]=1, predict the reactants needed to synthesize it. The reactants are: [Br:1][C:2]1[N:7]=[C:6]([CH:8]([OH:13])[C:9](OC)=[O:10])[CH:5]=[CH:4][CH:3]=1.[NH4+:14].[Cl-].N. (4) Given the product [Br:18][C:4]1[CH:5]=[CH:6][C:1]([C:7]2([C:10]([OH:12])=[O:11])[CH2:9][CH2:8]2)=[CH:2][CH:3]=1, predict the reactants needed to synthesize it. The reactants are: [C:1]1([C:7]2([C:10]([OH:12])=[O:11])[CH2:9][CH2:8]2)[CH:6]=[CH:5][CH:4]=[CH:3][CH:2]=1.C([O-])(=O)C.[Na+].[Br:18]Br. (5) Given the product [ClH:69].[CH2:35]([C:36]1[CH:37]=[N:38][CH:39]=[CH:40][C:41]=1[O:45][C:46]1[CH:51]=[CH:50][C:49]([NH:52][C:53]([NH:55][C:56](=[O:65])[CH2:57][C:58]2[CH:63]=[CH:62][C:61]([F:64])=[CH:60][CH:59]=2)=[O:54])=[CH:48][C:47]=1[F:66])[CH3:34], predict the reactants needed to synthesize it. The reactants are: C(C1C=NC=CC=1OC1C=CC(N)=CC=1F)C.FC1C=CC(CC(N=C=O)=O)=CC=1.COC1C=C[C:36]([CH2:37][NH:38][C:39]2N=CN=[C:41]([O:45][C:46]3[CH:51]=[CH:50][C:49]([NH:52][C:53]([NH:55][C:56](=[O:65])[CH2:57][C:58]4[CH:63]=[CH:62][C:61]([F:64])=[CH:60][CH:59]=4)=[O:54])=[CH:48][C:47]=3[F:66])[CH:40]=2)=[CH:35][CH:34]=1.[ClH:69].CCOCC. (6) Given the product [CH2:11]([CH:13]1[CH2:4][CH:5]([CH3:9])[C:6](=[O:7])[CH:8]=[CH:14]1)[CH3:12], predict the reactants needed to synthesize it. The reactants are: C(O[C:4](=O)[CH:5]([CH3:9])[C:6]([CH3:8])=[O:7])C.[CH2:11]([C:13](=C)[CH:14]=O)[CH3:12]. (7) The reactants are: C(O[C:6]([N:8]1[CH2:12][C:11](=[N:13][O:14][CH3:15])[CH2:10][C@H:9]1[C:16]([OH:18])=O)=[O:7])(C)(C)C.[CH3:19][C:20]1[CH:25]=[CH:24][CH:23]=[C:22]([CH3:26])[C:21]=1[C:27]1[CH:32]=[CH:31][C:30](C(O)=O)=[CH:29][CH:28]=1.[NH2:36][CH2:37][C:38]([NH2:40])=[O:39]. Given the product [NH2:40][C:38](=[O:39])[CH2:37][NH:36][C:16]([C@@H:9]1[CH2:10][C:11](=[N:13][O:14][CH3:15])[CH2:12][N:8]1[C:6]([C:30]1[CH:29]=[CH:28][C:27]([C:21]2[C:22]([CH3:26])=[CH:23][CH:24]=[CH:25][C:20]=2[CH3:19])=[CH:32][CH:31]=1)=[O:7])=[O:18], predict the reactants needed to synthesize it.